This data is from Reaction yield outcomes from USPTO patents with 853,638 reactions. The task is: Predict the reaction yield, written as a fraction of the theoretical maximum amount of product (1.0 means a 100% yield; for example, 0.34 means a 34% yield). (1) The product is [CH3:15][NH:16][C:17]([N:19]1[C:27]2[C:22](=[CH:23][C:24]([O:28][C:29]3[CH:34]=[CH:33][N:32]=[C:31]([NH:35][C:36]([N:1]4[CH2:6][CH2:5][CH:4]([CH2:7][CH2:8][CH2:9][C:10]([O:12][CH2:13][CH3:14])=[O:11])[CH2:3][CH2:2]4)=[O:37])[CH:30]=3)=[CH:25][CH:26]=2)[CH:21]=[CH:20]1)=[O:18]. The yield is 0.800. The catalyst is CN(C)C=O. The reactants are [NH:1]1[CH2:6][CH2:5][CH:4]([CH2:7][CH2:8][CH2:9][C:10]([O:12][CH2:13][CH3:14])=[O:11])[CH2:3][CH2:2]1.[CH3:15][NH:16][C:17]([N:19]1[C:27]2[C:22](=[CH:23][C:24]([O:28][C:29]3[CH:34]=[CH:33][N:32]=[C:31]([N:35](C(OC4C=CC=CC=4)=O)[C:36](=O)[O:37]C4C=CC=CC=4)[CH:30]=3)=[CH:25][CH:26]=2)[CH:21]=[CH:20]1)=[O:18]. (2) The reactants are [Br:1][C:2]1[C:3]([OH:10])=[C:4]([C:7]([OH:9])=O)[S:5][CH:6]=1.[F:11][C:12]([F:25])([F:24])[C:13]1[CH:14]=[C:15]([CH:17]=[C:18]([C:20]([F:23])([F:22])[F:21])[CH:19]=1)[NH2:16]. No catalyst specified. The product is [Br:1][C:2]1[C:3]([OH:10])=[C:4]([C:7]([NH:16][C:15]2[CH:17]=[C:18]([C:20]([F:21])([F:22])[F:23])[CH:19]=[C:13]([C:12]([F:11])([F:24])[F:25])[CH:14]=2)=[O:9])[S:5][CH:6]=1. The yield is 0.824.